This data is from Ames mutagenicity test results for genotoxicity prediction. The task is: Regression/Classification. Given a drug SMILES string, predict its toxicity properties. Task type varies by dataset: regression for continuous values (e.g., LD50, hERG inhibition percentage) or binary classification for toxic/non-toxic outcomes (e.g., AMES mutagenicity, cardiotoxicity, hepatotoxicity). Dataset: ames. (1) The compound is Cc1nc(-c2ccc([N+](=O)[O-])o2)cs1. The result is 1 (mutagenic). (2) The molecule is OC1c2ccccc2-c2cc3ccccc3c(Br)c2C1O. The result is 0 (non-mutagenic).